Dataset: Catalyst prediction with 721,799 reactions and 888 catalyst types from USPTO. Task: Predict which catalyst facilitates the given reaction. (1) Reactant: [F:1][C:2]1[CH:7]=[CH:6][CH:5]=[C:4]([F:8])[C:3]=1[C:9]1[N:14]=[C:13]([C:15]([NH:17][C:18]2[CH:19]=[N:20][CH:21]=[CH:22][C:23]=2[C@H:24]2[CH2:29][C@@H:28]([NH:30]C(=O)OC(C)(C)C)[C@H:27]([S:38][CH3:39])[C@@H:26]([CH3:40])[CH2:25]2)=[O:16])[CH:12]=[CH:11][C:10]=1[F:41].[OH:42]OS([O-])=O.[K+].C(O)(C(F)(F)F)=O.C(Cl)Cl. Product: [NH2:30][C@H:28]1[C@H:27]([S@:38]([CH3:39])=[O:42])[C@@H:26]([CH3:40])[CH2:25][C@@H:24]([C:23]2[CH:22]=[CH:21][N:20]=[CH:19][C:18]=2[NH:17][C:15](=[O:16])[C:13]2[CH:12]=[CH:11][C:10]([F:41])=[C:9]([C:3]3[C:2]([F:1])=[CH:7][CH:6]=[CH:5][C:4]=3[F:8])[N:14]=2)[CH2:29]1. The catalyst class is: 249. (2) Reactant: [CH3:1][C:2]12[CH2:13][NH:12][C:10]3[C:11]1=[C:6]([CH:7]=[CH:8][CH:9]=3)[NH:5][C:4](=[O:14])[CH2:3]2.[Br:15]N1C(=O)CCC1=O. Product: [Br:15][C:7]1[C:6]2[NH:5][C:4](=[O:14])[CH2:3][C:2]3([CH3:1])[CH2:13][NH:12][C:10]([C:11]=23)=[CH:9][CH:8]=1. The catalyst class is: 2.